From a dataset of Forward reaction prediction with 1.9M reactions from USPTO patents (1976-2016). Predict the product of the given reaction. (1) Given the reactants C[O:2][C:3](=[O:27])[CH2:4][CH2:5][NH:6][C:7](=[O:26])[C:8]1[CH:13]=[CH:12][C:11]([CH:14]([O:18][C:19]2[CH:24]=[CH:23][C:22](Br)=[CH:21][CH:20]=2)[CH2:15][CH2:16][CH3:17])=[CH:10][CH:9]=1.[CH2:28]([C:33]1[CH:38]=[CH:37][C:36](B(O)O)=[CH:35][CH:34]=1)[CH2:29][CH2:30][CH2:31][CH3:32], predict the reaction product. The product is: [CH2:28]([C:33]1[CH:34]=[CH:35][C:36]([C:22]2[CH:23]=[CH:24][C:19]([O:18][CH:14]([C:11]3[CH:10]=[CH:9][C:8]([C:7]([NH:6][CH2:5][CH2:4][C:3]([OH:2])=[O:27])=[O:26])=[CH:13][CH:12]=3)[CH2:15][CH2:16][CH3:17])=[CH:20][CH:21]=2)=[CH:37][CH:38]=1)[CH2:29][CH2:30][CH2:31][CH3:32]. (2) The product is: [CH3:9][O:8][C:5]1[N:4]=[N:3][C:2]([C:10]2[CH:15]=[CH:14][CH:13]=[CH:12][CH:11]=2)=[CH:7][CH:6]=1. Given the reactants Cl[C:2]1[N:3]=[N:4][C:5]([O:8][CH3:9])=[CH:6][CH:7]=1.[C:10]1(B(O)O)[CH:15]=[CH:14][CH:13]=[CH:12][CH:11]=1.C(=O)([O-])[O-].[Na+].[Na+], predict the reaction product. (3) The product is: [CH3:40][C@@H:35]1[N:34]([C:24]2[C:25]3[CH2:31][CH2:30][N:29]([CH:32]=[O:33])[CH2:28][C:26]=3[N:27]=[C:22]([C:19]3[CH:18]=[CH:17][C:16]([NH:15][C:13]4[NH:14][C:9](=[O:8])[CH:10]=[CH:11][CH:12]=4)=[CH:21][CH:20]=3)[N:23]=2)[CH2:39][CH2:38][O:37][CH2:36]1. Given the reactants C([O:8][C:9]1[N:14]=[C:13]([NH:15][C:16]2[CH:21]=[CH:20][C:19]([C:22]3[N:23]=[C:24]([N:34]4[CH2:39][CH2:38][O:37][CH2:36][C@@H:35]4[CH3:40])[C:25]4[CH2:31][CH2:30][N:29]([CH:32]=[O:33])[CH2:28][C:26]=4[N:27]=3)=[CH:18][CH:17]=2)[CH:12]=[CH:11][CH:10]=1)C1C=CC=CC=1.CO.C(O)(=O)C, predict the reaction product. (4) Given the reactants CCN(C(C)C)C(C)C.[Cl:10][C:11]1[CH:19]=[CH:18][C:14]([C:15]([OH:17])=O)=[CH:13][CH:12]=1.CN(C(ON1N=NC2C=CC=CC1=2)=[N+](C)C)C.[B-](F)(F)(F)F.[CH3:42][NH:43][C@@H:44]([CH3:51])[CH2:45][N:46]1[CH2:49][CH:48]([OH:50])[CH2:47]1, predict the reaction product. The product is: [Cl:10][C:11]1[CH:12]=[CH:13][C:14]([C:15]([N:43]([C@@H:44]([CH3:51])[CH2:45][N:46]2[CH2:49][CH:48]([OH:50])[CH2:47]2)[CH3:42])=[O:17])=[CH:18][CH:19]=1. (5) Given the reactants [F:1][C:2]1[CH:7]=[CH:6][C:5]([N+:8]([O-:10])=[O:9])=[CH:4][C:3]=1[OH:11].C([O-])([O-])=O.[K+].[K+].[CH2:18](Br)[C:19]1[CH:24]=[CH:23][CH:22]=[CH:21][CH:20]=1.CCCCCC.C(OCC)(=O)C, predict the reaction product. The product is: [CH2:18]([O:11][C:3]1[CH:4]=[C:5]([N+:8]([O-:10])=[O:9])[CH:6]=[CH:7][C:2]=1[F:1])[C:19]1[CH:24]=[CH:23][CH:22]=[CH:21][CH:20]=1.